From a dataset of Catalyst prediction with 721,799 reactions and 888 catalyst types from USPTO. Predict which catalyst facilitates the given reaction. (1) Reactant: FC(F)(F)S(O[C:7]1[C:11]2[C:12]([O:16][CH3:17])=[N:13][CH:14]=[CH:15][C:10]=2[N:9]([CH2:18][C:19]2[CH:24]=[CH:23][C:22]([O:25][CH3:26])=[CH:21][CH:20]=2)[N:8]=1)(=O)=O.CC1(C)C(C)(C)OB([C:37]2[CH:38]=[C:39]([C:42]([O:44][CH3:45])=[O:43])[S:40][CH:41]=2)O1.C(=O)([O-])[O-].[Na+].[Na+].O. Product: [CH3:17][O:16][C:12]1[C:11]2[C:7]([C:37]3[CH:38]=[C:39]([C:42]([O:44][CH3:45])=[O:43])[S:40][CH:41]=3)=[N:8][N:9]([CH2:18][C:19]3[CH:20]=[CH:21][C:22]([O:25][CH3:26])=[CH:23][CH:24]=3)[C:10]=2[CH:15]=[CH:14][N:13]=1. The catalyst class is: 104. (2) The catalyst class is: 51. Product: [Cl:18][C:19]1[CH:24]=[CH:23][C:22]2[N:15]([C:13]([CH:12]([C:3]3[CH:4]=[C:5]4[C:10](=[CH:11][C:2]=3[F:1])[N:9]=[CH:8][CH:7]=[CH:6]4)[CH3:17])=[N:20][N:21]=2)[N:16]=1. Reactant: [F:1][C:2]1[CH:11]=[C:10]2[C:5]([CH:6]=[CH:7][CH:8]=[N:9]2)=[CH:4][C:3]=1[CH:12]([CH3:17])[C:13]([NH:15][NH2:16])=O.[Cl:18][C:19]1[N:20]=[N:21][C:22](Cl)=[CH:23][CH:24]=1.